This data is from Full USPTO retrosynthesis dataset with 1.9M reactions from patents (1976-2016). The task is: Predict the reactants needed to synthesize the given product. (1) Given the product [Cl:22][CH2:21][CH2:20][CH2:19][N:4]1[C:5]2[C:10](=[CH:9][CH:8]=[CH:7][CH:6]=2)[CH:2]([CH3:1])[C:3]1=[O:11], predict the reactants needed to synthesize it. The reactants are: [CH3:1][CH:2]1[C:10]2[C:5](=[CH:6][CH:7]=[CH:8][CH:9]=2)[NH:4][C:3]1=[O:11].C(=O)([O-])[O-].[K+].[K+].Br[CH2:19][CH2:20][CH2:21][Cl:22].O. (2) Given the product [CH2:9]([NH:11][C:2]1[CH:7]=[CH:6][C:5]([F:8])=[CH:4][N:3]=1)[CH3:10], predict the reactants needed to synthesize it. The reactants are: Br[C:2]1[CH:7]=[CH:6][C:5]([F:8])=[CH:4][N:3]=1.[CH2:9]([NH2:11])[CH3:10]. (3) Given the product [Cl:29][C:17]1[CH:16]=[C:15]([CH2:14][C@H:9]([NH:8][S:43]([C:37]2[CH:42]=[CH:41][CH:40]=[CH:39][CH:38]=2)(=[O:45])=[O:44])[C:10]([OH:12])=[O:11])[CH:20]=[CH:19][C:18]=1[CH:21]1[S:25](=[O:27])(=[O:26])[NH:24][C:23](=[O:28])[CH2:22]1, predict the reactants needed to synthesize it. The reactants are: FC(F)(F)C(O)=O.[NH2:8][C@@H:9]([CH2:14][C:15]1[CH:20]=[CH:19][C:18]([CH:21]2[S:25](=[O:27])(=[O:26])[NH:24][C:23](=[O:28])[CH2:22]2)=[C:17]([Cl:29])[CH:16]=1)[C:10]([O:12]C)=[O:11].C(N(CC)CC)C.[C:37]1([S:43](Cl)(=[O:45])=[O:44])[CH:42]=[CH:41][CH:40]=[CH:39][CH:38]=1.[OH-].[Li+].Cl.